Predict the product of the given reaction. From a dataset of Forward reaction prediction with 1.9M reactions from USPTO patents (1976-2016). (1) Given the reactants [O:1]1[CH:5]=[CH:4][CH:3]=[C:2]1[C:6]1[O:7][C:8]([CH3:36])=[C:9]([CH2:11][O:12][C:13]2[CH:33]=[CH:32][C:16]([CH2:17][O:18][C:19]3[C:23]([CH:24]=O)=[CH:22][N:21]([C:26]4[CH:31]=[CH:30][CH:29]=[CH:28][CH:27]=4)[N:20]=3)=[CH:15][C:14]=2[O:34][CH3:35])[N:10]=1.[Cl-].[S:38]1[CH:42]=[C:41]([CH2:43][P+](C2C=CC=CC=2)(C2C=CC=CC=2)C2C=CC=CC=2)[N:40]=[CH:39]1.C(=O)([O-])[O-].[K+].[K+].CN(C)C=O, predict the reaction product. The product is: [O:1]1[CH:5]=[CH:4][CH:3]=[C:2]1[C:6]1[O:7][C:8]([CH3:36])=[C:9]([CH2:11][O:12][C:13]2[CH:33]=[CH:32][C:16]([CH2:17][O:18][C:19]3[C:23](/[CH:24]=[CH:43]\[C:41]4[N:40]=[CH:39][S:38][CH:42]=4)=[CH:22][N:21]([C:26]4[CH:27]=[CH:28][CH:29]=[CH:30][CH:31]=4)[N:20]=3)=[CH:15][C:14]=2[O:34][CH3:35])[N:10]=1. (2) Given the reactants [NH2:1][C:2]1[C:3]([SH:16])=[N:4][C:5]2[CH2:6][CH2:7][CH:8]([C:12]([CH3:15])([CH3:14])[CH3:13])[CH2:9][C:10]=2[CH:11]=1.C(O[C:20]([S-])=[S:21])C.[K+], predict the reaction product. The product is: [C:12]([CH:8]1[CH2:7][CH2:6][C:5]2[N:4]=[C:3]3[S:16][C:20]([SH:21])=[N:1][C:2]3=[CH:11][C:10]=2[CH2:9]1)([CH3:13])([CH3:15])[CH3:14]. (3) Given the reactants [CH3:1][O:2][C:3]1[CH:12]=[C:11]2[C:6]([C:7]([C:20]3[CH:25]=[CH:24][C:23]([O:26][CH3:27])=[CH:22][CH:21]=3)=[N:8][N:9]=[C:10]2[NH:13][CH:14]2[CH2:19][CH2:18][NH:17][CH2:16][CH2:15]2)=[CH:5][CH:4]=1.[CH3:28][N:29]([CH3:43])[CH2:30][CH2:31][CH2:32][O:33][C:34]1[CH:41]=[CH:40][C:37]([CH:38]=O)=[CH:36][C:35]=1[F:42].C(O[BH-](OC(=O)C)OC(=O)C)(=O)C.[Na+].[OH-].[Na+].[Cl:60]CCCl, predict the reaction product. The product is: [ClH:60].[ClH:60].[ClH:60].[CH3:43][N:29]([CH3:28])[CH2:30][CH2:31][CH2:32][O:33][C:34]1[CH:41]=[CH:40][C:37]([CH2:38][N:17]2[CH2:16][CH2:15][CH:14]([NH:13][C:10]3[C:11]4[C:6](=[CH:5][CH:4]=[C:3]([O:2][CH3:1])[CH:12]=4)[C:7]([C:20]4[CH:25]=[CH:24][C:23]([O:26][CH3:27])=[CH:22][CH:21]=4)=[N:8][N:9]=3)[CH2:19][CH2:18]2)=[CH:36][C:35]=1[F:42]. (4) Given the reactants [CH2:1]([O:3][CH:4]([O:7][CH2:8][CH3:9])[CH2:5][NH2:6])[CH3:2].Br[CH2:11][CH:12]1[CH2:17][CH2:16][CH2:15][CH2:14][CH2:13]1, predict the reaction product. The product is: [CH:12]1([CH2:11][NH:6][CH2:5][CH:4]([O:7][CH2:8][CH3:9])[O:3][CH2:1][CH3:2])[CH2:17][CH2:16][CH2:15][CH2:14][CH2:13]1. (5) Given the reactants [C:1]1([C:7]2([N:14]3[CH2:19][CH2:18][CH:17]([N:20]4[C:24]5[CH:25]=[CH:26][CH:27]=[CH:28][C:23]=5[N:22]=[CH:21]4)[CH2:16][CH2:15]3)[CH2:13][CH2:12][CH2:11][CH2:10][CH2:9][CH2:8]2)[CH:6]=[CH:5][CH:4]=[CH:3][CH:2]=1.[Li]CCCC.C([C:36]([O:38][CH3:39])=[O:37])#N, predict the reaction product. The product is: [C:1]1([C:7]2([N:14]3[CH2:15][CH2:16][CH:17]([N:20]4[C:24]5[CH:25]=[CH:26][CH:27]=[CH:28][C:23]=5[N:22]=[C:21]4[C:36]([O:38][CH3:39])=[O:37])[CH2:18][CH2:19]3)[CH2:8][CH2:9][CH2:10][CH2:11][CH2:12][CH2:13]2)[CH:2]=[CH:3][CH:4]=[CH:5][CH:6]=1.